This data is from Reaction yield outcomes from USPTO patents with 853,638 reactions. The task is: Predict the reaction yield, written as a fraction of the theoretical maximum amount of product (1.0 means a 100% yield; for example, 0.34 means a 34% yield). (1) The reactants are [CH3:1][C:2]1[S:3][CH:4]=[C:5]([C:7]([O:9][CH2:10][CH3:11])=[O:8])[N:6]=1.[Br:12]N1C(=O)CCC1=O.N(C(C)(C)C#N)=NC(C)(C)C#N. The catalyst is C(Cl)(Cl)(Cl)Cl. The product is [Br:12][CH2:1][C:2]1[S:3][CH:4]=[C:5]([C:7]([O:9][CH2:10][CH3:11])=[O:8])[N:6]=1. The yield is 0.440. (2) The reactants are Br[C:2]1[CH:7]=[CH:6][C:5]([C@@H:8]2[O:13][CH2:12][CH2:11][N:10]([C:14]([O:16][C:17]([CH3:20])([CH3:19])[CH3:18])=[O:15])[CH2:9]2)=[CH:4][CH:3]=1.[C:21]1([C:27]([C:29]2[CH:34]=[CH:33][CH:32]=[CH:31][CH:30]=2)=[NH:28])[CH:26]=[CH:25][CH:24]=[CH:23][CH:22]=1.CC(C)([O-])C.[Na+]. The catalyst is C1(C)C=CC=CC=1.C1C=CC(/C=C/C(/C=C/C2C=CC=CC=2)=O)=CC=1.C1C=CC(/C=C/C(/C=C/C2C=CC=CC=2)=O)=CC=1.C1C=CC(/C=C/C(/C=C/C2C=CC=CC=2)=O)=CC=1.[Pd].[Pd].C1C=CC(P(C2C(C3C(P(C4C=CC=CC=4)C4C=CC=CC=4)=CC=C4C=3C=CC=C4)=C3C(C=CC=C3)=CC=2)C2C=CC=CC=2)=CC=1. The product is [C:21]1([C:27](=[N:28][C:2]2[CH:7]=[CH:6][C:5]([C@@H:8]3[O:13][CH2:12][CH2:11][N:10]([C:14]([O:16][C:17]([CH3:20])([CH3:19])[CH3:18])=[O:15])[CH2:9]3)=[CH:4][CH:3]=2)[C:29]2[CH:30]=[CH:31][CH:32]=[CH:33][CH:34]=2)[CH:26]=[CH:25][CH:24]=[CH:23][CH:22]=1. The yield is 0.890. (3) The reactants are [Cl:1][C:2]1[N:10]=[CH:9][N:8]=[C:7]2[C:3]=1[N:4]=[CH:5][N:6]2[C@@H:11]1[O:21][C@H:20]2[C@@H:13]([O:14][Si:15]([CH:31]([CH3:33])[CH3:32])([CH:28]([CH3:30])[CH3:29])[O:16][Si:17]([CH:25]([CH3:27])[CH3:26])([CH:22]([CH3:24])[CH3:23])[O:18][CH2:19]2)[C@@H:12]1[OH:34].[C:35]([O-])([O-])=O.[Cs+].[Cs+].CI. The catalyst is CN(C=O)C.C(Cl)Cl. The product is [Cl:1][C:2]1[N:10]=[CH:9][N:8]=[C:7]2[C:3]=1[N:4]=[CH:5][N:6]2[C@@H:11]1[O:21][C@H:20]2[C@@H:13]([O:14][Si:15]([CH:28]([CH3:30])[CH3:29])([CH:31]([CH3:33])[CH3:32])[O:16][Si:17]([CH:25]([CH3:26])[CH3:27])([CH:22]([CH3:23])[CH3:24])[O:18][CH2:19]2)[C@@H:12]1[O:34][CH3:35]. The yield is 0.480. (4) The reactants are [Br:1][C:2]1[C:3](Cl)=[C:4]2[S:10][CH:9]=[CH:8][C:5]2=[N:6][CH:7]=1.[F:12][C:13]1[CH:28]=[C:27]([N+:29]([O-:31])=[O:30])[CH:26]=[CH:25][C:14]=1[O:15]C1N=CC=C2C=CNC=12. No catalyst specified. The product is [Br:1][C:2]1[C:3]([O:15][C:14]2[CH:25]=[CH:26][C:27]([N+:29]([O-:31])=[O:30])=[CH:28][C:13]=2[F:12])=[C:4]2[S:10][CH:9]=[CH:8][C:5]2=[N:6][CH:7]=1. The yield is 0.610. (5) The catalyst is CN(C)C=O. The product is [N:53]1([C:56]2[CH:57]=[CH:58][C:59]([NH:60][C:12]([C:9]3[NH:10][C:11]4[C:6]([C:7](=[O:15])[CH:8]=3)=[CH:5][C:4]([O:16][CH3:17])=[CH:3][C:2]=4[Br:1])=[O:14])=[CH:61][CH:62]=2)[CH2:52][CH2:51][O:50][CH2:55][CH2:54]1. The yield is 0.580. The reactants are [Br:1][C:2]1[CH:3]=[C:4]([O:16][CH3:17])[CH:5]=[C:6]2[C:11]=1[NH:10][C:9]([C:12]([OH:14])=O)=[CH:8][C:7]2=[O:15].CN(C(ON1N=NC2C=CC=CC1=2)=[N+](C)C)C.[B-](F)(F)(F)F.C1C=CC2N(O)N=NC=2C=1.[O:50]1[CH2:55][CH2:54][N:53]([C:56]2[CH:62]=[CH:61][C:59]([NH2:60])=[CH:58][CH:57]=2)[CH2:52][CH2:51]1.C(N(C(C)C)CC)(C)C. (6) The reactants are [H-].[Na+].[CH2:3]([O:10][C:11]([N:13]([CH2:15][C:16]1[C:24]2[C:19](=[CH:20][CH:21]=[CH:22][CH:23]=2)[NH:18][CH:17]=1)[CH3:14])=[O:12])[C:4]1[CH:9]=[CH:8][CH:7]=[CH:6][CH:5]=1.[CH2:25](Br)[C:26]1[CH:31]=[CH:30][CH:29]=[CH:28][CH:27]=1. The product is [CH2:3]([O:10][C:11]([N:13]([CH2:15][C:16]1[C:24]2[C:19](=[CH:20][CH:21]=[CH:22][CH:23]=2)[N:18]([CH2:25][C:26]2[CH:31]=[CH:30][CH:29]=[CH:28][CH:27]=2)[CH:17]=1)[CH3:14])=[O:12])[C:4]1[CH:9]=[CH:8][CH:7]=[CH:6][CH:5]=1. The catalyst is CN(C=O)C.O. The yield is 0.930.